This data is from NCI-60 drug combinations with 297,098 pairs across 59 cell lines. The task is: Regression. Given two drug SMILES strings and cell line genomic features, predict the synergy score measuring deviation from expected non-interaction effect. (1) Drug 1: CS(=O)(=O)CCNCC1=CC=C(O1)C2=CC3=C(C=C2)N=CN=C3NC4=CC(=C(C=C4)OCC5=CC(=CC=C5)F)Cl. Drug 2: CNC(=O)C1=NC=CC(=C1)OC2=CC=C(C=C2)NC(=O)NC3=CC(=C(C=C3)Cl)C(F)(F)F. Cell line: MCF7. Synergy scores: CSS=-3.86, Synergy_ZIP=-1.07, Synergy_Bliss=-4.13, Synergy_Loewe=-10.9, Synergy_HSA=-5.55. (2) Drug 1: CCCS(=O)(=O)NC1=C(C(=C(C=C1)F)C(=O)C2=CNC3=C2C=C(C=N3)C4=CC=C(C=C4)Cl)F. Drug 2: C1=CC(=CC=C1C#N)C(C2=CC=C(C=C2)C#N)N3C=NC=N3. Cell line: OVCAR3. Synergy scores: CSS=2.61, Synergy_ZIP=0.0579, Synergy_Bliss=0.243, Synergy_Loewe=-1.31, Synergy_HSA=-1.68. (3) Drug 1: C1=CC=C(C=C1)NC(=O)CCCCCCC(=O)NO. Drug 2: CCC1(C2=C(COC1=O)C(=O)N3CC4=CC5=C(C=CC(=C5CN(C)C)O)N=C4C3=C2)O. Cell line: UACC62. Synergy scores: CSS=70.9, Synergy_ZIP=3.57, Synergy_Bliss=3.51, Synergy_Loewe=4.56, Synergy_HSA=8.18. (4) Drug 1: C1=NC2=C(N=C(N=C2N1C3C(C(C(O3)CO)O)O)F)N. Drug 2: C#CCC(CC1=CN=C2C(=N1)C(=NC(=N2)N)N)C3=CC=C(C=C3)C(=O)NC(CCC(=O)O)C(=O)O. Cell line: BT-549. Synergy scores: CSS=21.5, Synergy_ZIP=0.564, Synergy_Bliss=-6.70, Synergy_Loewe=-12.5, Synergy_HSA=-6.48. (5) Drug 2: C1=CC=C(C(=C1)C(C2=CC=C(C=C2)Cl)C(Cl)Cl)Cl. Drug 1: C1C(C(OC1N2C=C(C(=O)NC2=O)F)CO)O. Synergy scores: CSS=0.669, Synergy_ZIP=0.854, Synergy_Bliss=2.47, Synergy_Loewe=-2.73, Synergy_HSA=-1.04. Cell line: M14. (6) Drug 1: CC(CN1CC(=O)NC(=O)C1)N2CC(=O)NC(=O)C2. Drug 2: CN(C(=O)NC(C=O)C(C(C(CO)O)O)O)N=O. Cell line: SK-MEL-28. Synergy scores: CSS=3.96, Synergy_ZIP=-4.15, Synergy_Bliss=-2.52, Synergy_Loewe=-1.53, Synergy_HSA=-1.45.